Predict which catalyst facilitates the given reaction. From a dataset of Catalyst prediction with 721,799 reactions and 888 catalyst types from USPTO. (1) Reactant: C[O:2][C:3]1[CH:4]=[C:5]([CH:19]=[CH:20][C:21]=1[O:22]C)[CH2:6][NH:7][CH2:8][C:9]1[CH:14]=[CH:13][C:12]([O:15]C)=[C:11]([O:17]C)[CH:10]=1.Br.C(=O)([O-])O.[Na+]. Product: [OH:2][C:3]1[CH:4]=[C:5]([CH:19]=[CH:20][C:21]=1[OH:22])[CH2:6][NH:7][CH2:8][C:9]1[CH:14]=[CH:13][C:12]([OH:15])=[C:11]([OH:17])[CH:10]=1. The catalyst class is: 6. (2) Reactant: [H-].[Na+].[O:3]=[C:4]([C:23]1[CH:28]=[CH:27][CH:26]=[CH:25][CH:24]=1)[CH2:5][NH:6][C:7]([C:9]1[C:13]([N+:14]([O-:16])=[O:15])=[CH:12][N:11]([CH:17]2[CH2:22][CH2:21][CH2:20][CH2:19][O:18]2)[N:10]=1)=[O:8].[CH2:29](Br)[CH:30]=[CH2:31]. Product: [C:4]([CH:5]([NH:6][C:7]([C:9]1[C:13]([N+:14]([O-:16])=[O:15])=[CH:12][N:11]([CH:17]2[CH2:22][CH2:21][CH2:20][CH2:19][O:18]2)[N:10]=1)=[O:8])[CH2:31][CH:30]=[CH2:29])(=[O:3])[C:23]1[CH:28]=[CH:27][CH:26]=[CH:25][CH:24]=1. The catalyst class is: 3.